Dataset: Forward reaction prediction with 1.9M reactions from USPTO patents (1976-2016). Task: Predict the product of the given reaction. Given the reactants [CH3:1][NH:2][C:3]([NH2:5])=[O:4].[CH2:6]=[C:7]1[O:10][C:9](=O)[CH2:8]1, predict the reaction product. The product is: [CH3:1][N:2]1[C:7]([CH3:6])=[CH:8][C:9](=[O:10])[NH:5][C:3]1=[O:4].